The task is: Predict which catalyst facilitates the given reaction.. This data is from Catalyst prediction with 721,799 reactions and 888 catalyst types from USPTO. (1) Reactant: [CH2:1]([N:8]1[CH2:23][CH2:22][N:11]2[C:12]3[CH:21]=[CH:20][CH:19]=[CH:18][C:13]=3[NH:14][C:15](=[O:17])[CH2:16][CH:10]2[CH2:9]1)[C:2]1[CH:7]=[CH:6][CH:5]=[CH:4][CH:3]=1.[Br:24]N1C(=O)CCC1=O. Product: [CH2:1]([N:8]1[CH2:23][CH2:22][N:11]2[C:12]3[CH:21]=[CH:20][C:19]([Br:24])=[CH:18][C:13]=3[NH:14][C:15](=[O:17])[CH2:16][CH:10]2[CH2:9]1)[C:2]1[CH:3]=[CH:4][CH:5]=[CH:6][CH:7]=1. The catalyst class is: 15. (2) Reactant: F[C:2]1[CH:3]=[C:4]([CH:14]=[CH:15][C:16]=1[N+:17]([O-:19])=[O:18])[O:5][CH2:6][O:7][CH2:8][CH2:9][Si:10]([CH3:13])([CH3:12])[CH3:11].[CH2:20]([NH2:22])[CH3:21]. Product: [CH2:20]([NH:22][C:2]1[CH:3]=[C:4]([O:5][CH2:6][O:7][CH2:8][CH2:9][Si:10]([CH3:13])([CH3:12])[CH3:11])[CH:14]=[CH:15][C:16]=1[N+:17]([O-:19])=[O:18])[CH3:21]. The catalyst class is: 40. (3) Reactant: C([O:8][C:9]1[CH:10]=[C:11]2[C:16](=[CH:17][C:18]=1[O:19][CH3:20])[C:15]([O:21][CH:22]([CH3:24])[CH3:23])=[N:14][C:13]([NH:25][C:26]1[CH:30]=[C:29]([CH3:31])[NH:28][N:27]=1)=[CH:12]2)C1C=CC=CC=1.[H][H]. Product: [CH:22]([O:21][C:15]1[C:16]2[C:11](=[CH:10][C:9]([OH:8])=[C:18]([O:19][CH3:20])[CH:17]=2)[CH:12]=[C:13]([NH:25][C:26]2[CH:30]=[C:29]([CH3:31])[NH:28][N:27]=2)[N:14]=1)([CH3:24])[CH3:23]. The catalyst class is: 43. (4) Reactant: [CH2:1]([N:8]1[CH2:24][CH2:23][C:11]2([O:13][C:12]2([C:16]2[CH:21]=[CH:20][C:19]([F:22])=[CH:18][CH:17]=2)[O:14]C)[CH2:10][CH2:9]1)[C:2]1[CH:7]=[CH:6][CH:5]=[CH:4][CH:3]=1.Cl.O. Product: [CH2:1]([N:8]1[CH2:9][CH2:10][C:11]([C:12]([C:16]2[CH:21]=[CH:20][C:19]([F:22])=[CH:18][CH:17]=2)=[O:14])([OH:13])[CH2:23][CH2:24]1)[C:2]1[CH:3]=[CH:4][CH:5]=[CH:6][CH:7]=1. The catalyst class is: 28. (5) Reactant: [OH:1][C:2]1[CH:7]=[CH:6][C:5]([N+:8]([O-:10])=[O:9])=[CH:4][N:3]=1.[CH:11]1([CH2:14]Br)[CH2:13][CH2:12]1. Product: [CH:11]1([CH2:14][O:1][C:2]2[CH:7]=[CH:6][C:5]([N+:8]([O-:10])=[O:9])=[CH:4][N:3]=2)[CH2:13][CH2:12]1. The catalyst class is: 3. (6) The catalyst class is: 54. Reactant: [CH2:1]([N:8]1[CH:12]=[C:11]([C:13](OCC)=[O:14])[C:10]([O:18][CH2:19][C:20]2[CH:25]=[CH:24][C:23]([O:26][CH2:27][C:28]3[N:29]=[C:30]([C:34]4[O:35][CH:36]=[CH:37][CH:38]=4)[O:31][C:32]=3[CH3:33])=[C:22]([O:39][CH2:40][C:41]3[CH:46]=[CH:45][CH:44]=[CH:43][CH:42]=3)[CH:21]=2)=[N:9]1)[C:2]1[CH:7]=[CH:6][CH:5]=[CH:4][CH:3]=1.[H-].[Al+3].[Li+].[H-].[H-].[H-].O.O.O.O.O.O.O.O.O.O.S([O-])([O-])(=O)=O.[Na+].[Na+]. Product: [CH2:1]([N:8]1[CH:12]=[C:11]([CH2:13][OH:14])[C:10]([O:18][CH2:19][C:20]2[CH:25]=[CH:24][C:23]([O:26][CH2:27][C:28]3[N:29]=[C:30]([C:34]4[O:35][CH:36]=[CH:37][CH:38]=4)[O:31][C:32]=3[CH3:33])=[C:22]([O:39][CH2:40][C:41]3[CH:42]=[CH:43][CH:44]=[CH:45][CH:46]=3)[CH:21]=2)=[N:9]1)[C:2]1[CH:7]=[CH:6][CH:5]=[CH:4][CH:3]=1. (7) Reactant: O.Cl.[CH3:3][CH:4]1[CH2:13][C:12]2[C:7](=[CH:8][CH:9]=[CH:10][C:11]=2[O:14]COC)[O:6][CH2:5]1. Product: [CH3:3][CH:4]1[CH2:13][C:12]2[C:11]([OH:14])=[CH:10][CH:9]=[CH:8][C:7]=2[O:6][CH2:5]1. The catalyst class is: 138. (8) Reactant: [C:1]([O:5][C:6](=[O:35])[NH:7][C:8]1([C:12]2[CH:17]=[CH:16][C:15]([C:18]3[C:19]([C:29]4[CH:34]=[CH:33][CH:32]=[CH:31][CH:30]=4)=[CH:20][C:21]4[NH:26][C:25](=[O:27])[CH2:24][O:23][C:22]=4[N:28]=3)=[CH:14][CH:13]=2)[CH2:11][CH2:10][CH2:9]1)([CH3:4])([CH3:3])[CH3:2].C(=O)([O-])[O-].[K+].[K+].Cl[CH2:43][C:44]1([CH3:48])[CH2:47][O:46][CH2:45]1.C([O-])(O)=O.[Na+]. Product: [C:1]([O:5][C:6](=[O:35])[NH:7][C:8]1([C:12]2[CH:13]=[CH:14][C:15]([C:18]3[C:19]([C:29]4[CH:30]=[CH:31][CH:32]=[CH:33][CH:34]=4)=[CH:20][C:21]4[N:26]([CH2:43][C:44]5([CH3:48])[CH2:47][O:46][CH2:45]5)[C:25](=[O:27])[CH2:24][O:23][C:22]=4[N:28]=3)=[CH:16][CH:17]=2)[CH2:11][CH2:10][CH2:9]1)([CH3:4])([CH3:2])[CH3:3]. The catalyst class is: 3. (9) Reactant: [Cl:1][C:2]1[CH:17]=[C:16]([NH:18][C:19]2[C:20]3[N:27]([CH2:28][CH2:29][OH:30])[CH:26]=[CH:25][C:21]=3[N:22]=[CH:23][N:24]=2)[CH:15]=[CH:14][C:3]=1[O:4][C:5]1[CH:6]=[C:7]([CH:11]=[CH:12][CH:13]=1)[C:8]([OH:10])=O.[CH3:31][C:32]([NH2:41])([CH3:40])[CH2:33][N:34]1[CH2:39][CH2:38][CH2:37][CH2:36][CH2:35]1.[ClH:42].C(N=C=NCCCN(C)C)C.ON1C2C=CC=CC=2N=N1. Product: [ClH:1].[ClH:42].[Cl:1][C:2]1[CH:17]=[C:16]([NH:18][C:19]2[C:20]3[N:27]([CH2:28][CH2:29][OH:30])[CH:26]=[CH:25][C:21]=3[N:22]=[CH:23][N:24]=2)[CH:15]=[CH:14][C:3]=1[O:4][C:5]1[CH:6]=[C:7]([CH:11]=[CH:12][CH:13]=1)[C:8]([NH:41][C:32]([CH3:40])([CH3:31])[CH2:33][N:34]1[CH2:39][CH2:38][CH2:37][CH2:36][CH2:35]1)=[O:10]. The catalyst class is: 9. (10) Reactant: [N:1]1[CH:6]=[CH:5][CH:4]=[CH:3][C:2]=1[C:7]1[N:11]=[C:10]([C:12]2[CH:17]=[C:16](Br)[CH:15]=[CH:14][C:13]=2[F:19])[O:9][N:8]=1.[N:20]1[CH:25]=[CH:24][C:23](B(O)O)=[CH:22][CH:21]=1.C(=O)([O-])[O-].[Na+].[Na+]. Product: [N:1]1[CH:6]=[CH:5][CH:4]=[CH:3][C:2]=1[C:7]1[N:11]=[C:10]([C:12]2[CH:17]=[C:16]([C:23]3[CH:24]=[CH:25][N:20]=[CH:21][CH:22]=3)[CH:15]=[CH:14][C:13]=2[F:19])[O:9][N:8]=1. The catalyst class is: 276.